Task: Predict the reactants needed to synthesize the given product.. Dataset: Full USPTO retrosynthesis dataset with 1.9M reactions from patents (1976-2016) (1) Given the product [CH3:15][C:14]1[CH:13]=[CH:12][C:10]([NH2:11])=[CH:9][C:8]=1[C:6]1[CH:7]=[C:2]([O:31][CH2:30][CH2:29][O:28][CH:23]2[CH2:24][CH2:25][CH2:26][CH2:27][O:22]2)[N:3]=[C:4]([N:16]2[CH2:21][CH2:20][O:19][CH2:18][CH2:17]2)[CH:5]=1, predict the reactants needed to synthesize it. The reactants are: F[C:2]1[CH:7]=[C:6]([C:8]2[CH:9]=[C:10]([CH:12]=[CH:13][C:14]=2[CH3:15])[NH2:11])[CH:5]=[C:4]([N:16]2[CH2:21][CH2:20][O:19][CH2:18][CH2:17]2)[N:3]=1.[O:22]1[CH2:27][CH2:26][CH2:25][CH2:24][CH:23]1[O:28][CH2:29][CH2:30][OH:31].[H-].[Na+]. (2) The reactants are: Cl[C:2]1[N:3]=[CH:4][C:5]2[C:10]([CH:11]=1)=[CH:9][CH:8]=[CH:7][CH:6]=2.[O-:12][CH2:13][CH3:14].[K+]. Given the product [CH2:13]([O:12][C:2]1[N:3]=[CH:4][C:5]2[C:10]([CH:11]=1)=[CH:9][CH:8]=[CH:7][CH:6]=2)[CH3:14], predict the reactants needed to synthesize it. (3) Given the product [CH3:17][N:13]1[CH2:14][CH2:15][CH2:16][C@:12]1([C:10]1[N:6]2[CH:7]=[C:2]([F:1])[CH:3]=[CH:4][C:5]2=[N:8][N:9]=1)[CH3:18], predict the reactants needed to synthesize it. The reactants are: [F:1][C:2]1[CH:3]=[CH:4][C:5]([NH:8][NH:9][C:10]([C@:12]2([CH3:18])[CH2:16][CH2:15][CH2:14][N:13]2[CH3:17])=O)=[N:6][CH:7]=1.CCN(CC)CC.C1C=CC(P(C2C=CC=CC=2)C2C=CC=CC=2)=CC=1.ClC(Cl)(Cl)C(Cl)(Cl)Cl. (4) Given the product [CH3:26][O:27][CH2:28][O:1][CH2:2][C@@H:3]([N:5]1[C:13](=[O:14])[C:12]2[C:7](=[CH:8][CH:9]=[CH:10][CH:11]=2)[C:6]1=[O:15])[CH3:4], predict the reactants needed to synthesize it. The reactants are: [OH:1][CH2:2][C@@H:3]([N:5]1[C:13](=[O:14])[C:12]2[C:7](=[CH:8][CH:9]=[CH:10][CH:11]=2)[C:6]1=[O:15])[CH3:4].CCN(C(C)C)C(C)C.Cl[CH2:26][O:27][CH3:28].O. (5) Given the product [ClH:16].[ClH:1].[Cl:16][C:17]1[CH:22]=[CH:21][C:20]([C:23]2[O:29][C:26]([CH:27]=[C:6]3[CH2:5][CH2:4][CH2:3][N:2]=[C:7]3[C:9]3[CH:10]=[N:11][CH:12]=[CH:13][CH:14]=3)=[CH:25][CH:24]=2)=[C:19]([N+:30]([O-:32])=[O:31])[CH:18]=1, predict the reactants needed to synthesize it. The reactants are: [Cl-:1].[NH3+:2][CH2:3][CH2:4][CH2:5][CH2:6][C:7]([C:9]1[CH:10]=[NH+:11][CH:12]=[CH:13][CH:14]=1)=O.[Cl-].[Cl:16][C:17]1[CH:22]=[CH:21][C:20]([C:23]2[O:29][C:26]([CH:27]=O)=[CH:25][CH:24]=2)=[C:19]([N+:30]([O-:32])=[O:31])[CH:18]=1.Cl. (6) Given the product [CH3:13][S:14]([O:12][CH:10]([CH3:11])[CH2:9][O:8][CH2:1][C:2]1[CH:7]=[CH:6][CH:5]=[CH:4][CH:3]=1)(=[O:16])=[O:15], predict the reactants needed to synthesize it. The reactants are: [CH2:1]([O:8][CH2:9][CH:10]([OH:12])[CH3:11])[C:2]1[CH:7]=[CH:6][CH:5]=[CH:4][CH:3]=1.[CH3:13][S:14](Cl)(=[O:16])=[O:15].